This data is from Forward reaction prediction with 1.9M reactions from USPTO patents (1976-2016). The task is: Predict the product of the given reaction. (1) Given the reactants [CH3:1][C:2]1[C:10]([CH3:11])=[CH:9][CH:8]=[CH:7][C:3]=1[C:4]([OH:6])=O.[CH2:12]([N:19]1[CH:23]=[CH:22][N:21]=[CH:20]1)[C:13]1[CH:18]=[CH:17][CH:16]=[CH:15][CH:14]=1.C(N(CC)CC)C, predict the reaction product. The product is: [CH2:12]([N:19]1[CH:23]=[CH:22][N:21]=[C:20]1[C:4]([C:3]1[CH:7]=[CH:8][CH:9]=[C:10]([CH3:11])[C:2]=1[CH3:1])=[O:6])[C:13]1[CH:14]=[CH:15][CH:16]=[CH:17][CH:18]=1. (2) Given the reactants [N+:1]([C:4]1[CH:9]=[CH:8][CH:7]=[CH:6][C:5]=1[C:10]1[S:14][C:13]([C:15]([O:17]CC)=O)=[N:12][N:11]=1)([O-])=O.CO.[NH3:22], predict the reaction product. The product is: [NH2:1][C:4]1[CH:9]=[CH:8][CH:7]=[CH:6][C:5]=1[C:10]1[S:14][C:13]([C:15]([NH2:22])=[O:17])=[N:12][N:11]=1. (3) Given the reactants [Cl:1][C:2]1[CH:10]=[C:9]([CH3:11])[C:5]2[NH:6][N:7]=[N:8][C:4]=2[C:3]=1[CH3:12].[Cl:13][C:14]1[CH:20]=[C:19]([CH3:21])[C:17]([NH2:18])=[C:16]([N+:22]([O-:24])=[O:23])[C:15]=1[CH3:25].Cl[C:27]1C(C)=CC(N)=C(C)C=1, predict the reaction product. The product is: [NH2:18][C:17]([CH3:27])([CH2:19][N:7]1[N:6]=[C:5]2[C:9]([CH3:11])=[CH:10][C:2]([Cl:1])=[C:3]([CH3:12])[C:4]2=[N:8]1)[C:16]#[N:22].[Cl:1][C:2]1[CH:10]=[C:9]([CH3:11])[C:5]2[NH:6][N:7]=[N:8][C:4]=2[C:3]=1[CH3:12].[Cl:13][C:14]1[CH:20]=[C:19]([CH3:21])[C:17]([NH2:18])=[C:16]([N+:22]([O-:24])=[O:23])[C:15]=1[CH3:25]. (4) Given the reactants [C:1]([N:8]([CH3:42])[CH:9]1[CH2:14][CH2:13][CH:12]([N:15]([CH2:30][C:31]2[CH:32]=[C:33](B(O)O)[CH:34]=[CH:35][C:36]=2[O:37][CH3:38])[C:16]([C:18]2[S:22][C:21]3[C:23]([F:28])=[CH:24][CH:25]=[C:26]([F:27])[C:20]=3[C:19]=2[Cl:29])=[O:17])[CH2:11][CH2:10]1)([O:3][C:4]([CH3:7])([CH3:6])[CH3:5])=[O:2].Br[C:44]1[CH:45]=[N:46][CH:47]=[N:48][CH:49]=1, predict the reaction product. The product is: [C:4]([O:3][C:1](=[O:2])[N:8]([CH:9]1[CH2:10][CH2:11][CH:12]([N:15]([C:16]([C:18]2[S:22][C:21]3[C:23]([F:28])=[CH:24][CH:25]=[C:26]([F:27])[C:20]=3[C:19]=2[Cl:29])=[O:17])[CH2:30][C:31]2[CH:32]=[C:33]([C:44]3[CH:45]=[N:46][CH:47]=[N:48][CH:49]=3)[CH:34]=[CH:35][C:36]=2[O:37][CH3:38])[CH2:13][CH2:14]1)[CH3:42])([CH3:6])([CH3:7])[CH3:5]. (5) Given the reactants [C:1]([O:5][C:6]([N:8]1[CH2:13][CH2:12][CH:11]([CH2:14][N:15]2[CH2:20][CH2:19][N:18]([S:21]([CH2:24]Cl)(=[O:23])=[O:22])[CH2:17][C:16]2=[O:26])[CH2:10][CH2:9]1)=[O:7])([CH3:4])([CH3:3])[CH3:2].[Cl:27][C:28]1[CH:35]=[C:32]([CH:33]=O)[C:31]([OH:36])=[CH:30][CH:29]=1.C(=O)([O-])[O-].[K+].[K+], predict the reaction product. The product is: [C:1]([O:5][C:6]([N:8]1[CH2:9][CH2:10][CH:11]([CH2:14][N:15]2[CH2:20][CH2:19][N:18]([S:21]([C:24]3[O:36][C:31]4[CH:30]=[CH:29][C:28]([Cl:27])=[CH:35][C:32]=4[CH:33]=3)(=[O:23])=[O:22])[CH2:17][C:16]2=[O:26])[CH2:12][CH2:13]1)=[O:7])([CH3:4])([CH3:2])[CH3:3].